Dataset: Forward reaction prediction with 1.9M reactions from USPTO patents (1976-2016). Task: Predict the product of the given reaction. (1) Given the reactants [F:1][C:2]([F:32])([F:31])[C:3]1[CH:8]=[CH:7][C:6]([C:9]2[C:10]([C:15]([NH:17][C:18]3[CH:27]=[C:26]4[C:21]([CH:22]=[C:23]([C:28](O)=[O:29])[CH:24]=[N:25]4)=[CH:20][CH:19]=3)=[O:16])=[CH:11][CH:12]=[CH:13][CH:14]=2)=[CH:5][CH:4]=1.[Cl:33][C:34]1[CH:41]=[CH:40][CH:39]=[CH:38][C:35]=1[CH2:36][NH2:37].Cl.CN(C)CCCN=C=NCC.ON1C2C=CC=CC=2N=N1.C(N(CC)CC)C, predict the reaction product. The product is: [Cl:33][C:34]1[CH:41]=[CH:40][CH:39]=[CH:38][C:35]=1[CH2:36][NH:37][C:28]([C:23]1[CH:24]=[N:25][C:26]2[C:21]([CH:22]=1)=[CH:20][CH:19]=[C:18]([NH:17][C:15]([C:10]1[C:9]([C:6]3[CH:5]=[CH:4][C:3]([C:2]([F:31])([F:32])[F:1])=[CH:8][CH:7]=3)=[CH:14][CH:13]=[CH:12][CH:11]=1)=[O:16])[CH:27]=2)=[O:29]. (2) The product is: [C:15]([O:14][C:13](=[O:19])[NH:12][C@H:8]([C:4]1[CH:3]=[C:2]([C:25]2[N:21]([CH3:20])[N:22]=[CH:23][C:24]=2[N+:26]([O-:28])=[O:27])[CH:7]=[CH:6][N:5]=1)[CH2:9][CH:10]=[CH2:11])([CH3:18])([CH3:17])[CH3:16]. Given the reactants Cl[C:2]1[CH:7]=[CH:6][N:5]=[C:4]([C@@H:8]([NH:12][C:13](=[O:19])[O:14][C:15]([CH3:18])([CH3:17])[CH3:16])[CH2:9][CH:10]=[CH2:11])[CH:3]=1.[CH3:20][N:21]1[CH:25]=[C:24]([N+:26]([O-:28])=[O:27])[CH:23]=[N:22]1.C12(P(C34CC5CC(CC(C5)C3)C4)CCCC)CC3CC(CC(C3)C1)C2.C(O)(=O)C(C)(C)C.C([O-])([O-])=O.[K+].[K+], predict the reaction product.